From a dataset of CYP2D6 inhibition data for predicting drug metabolism from PubChem BioAssay. Regression/Classification. Given a drug SMILES string, predict its absorption, distribution, metabolism, or excretion properties. Task type varies by dataset: regression for continuous measurements (e.g., permeability, clearance, half-life) or binary classification for categorical outcomes (e.g., BBB penetration, CYP inhibition). Dataset: cyp2d6_veith. (1) The drug is Cc1cccc2c1Oc1ccccc1[C@@H]2NC(=O)c1ccc([N+](=O)[O-])cc1. The result is 0 (non-inhibitor). (2) The compound is O=C(CC1C(=O)NCCN1C(=S)Nc1ccccc1)Nc1ccc2c(c1)OCCO2. The result is 0 (non-inhibitor). (3) The drug is CCN(Cc1cc(Cl)cc(C)c1O)Cc1c(O)ccc2ccccc12. The result is 1 (inhibitor). (4) The molecule is CCCOc1ccc(-c2nc(N)n[nH]2)cc1. The result is 0 (non-inhibitor). (5) The drug is N/C(=N\OC(=O)Cc1ccc(-c2ccccc2)cc1)c1cccc([N+](=O)[O-])c1. The result is 0 (non-inhibitor).